Dataset: Catalyst prediction with 721,799 reactions and 888 catalyst types from USPTO. Task: Predict which catalyst facilitates the given reaction. (1) Reactant: CC1C=CC(S([O:11][CH2:12][CH2:13][O:14][CH2:15][CH2:16][O:17][CH2:18][CH2:19][O:20][CH2:21][CH2:22][O:23][CH2:24][CH2:25][O:26][CH:27]2[CH2:32][CH2:31][CH2:30][CH2:29][O:28]2)(=O)=O)=CC=1.C([O-])([O-])=O.[K+].[K+].[N+:39]([C:42]1[CH:47]=[CH:46][C:45](O)=[CH:44][CH:43]=1)([O-:41])=[O:40]. Product: [N+:39]([C:42]1[CH:47]=[CH:46][C:45]([O:11][CH2:12][CH2:13][O:14][CH2:15][CH2:16][O:17][CH2:18][CH2:19][O:20][CH2:21][CH2:22][O:23][CH2:24][CH2:25][O:26][CH:27]2[CH2:32][CH2:31][CH2:30][CH2:29][O:28]2)=[CH:44][CH:43]=1)([O-:41])=[O:40]. The catalyst class is: 18. (2) Reactant: [F:1][C:2]1[CH:3]=[C:4]([C:13]2[CH:18]=[CH:17][C:16]([O:19][CH3:20])=[CH:15][CH:14]=2)[CH:5]=[C:6]2[C:11]=1[CH:10]=[C:9]([OH:12])[CH:8]=[CH:7]2.C1C(=O)N([Cl:28])C(=O)C1. Product: [Cl:28][C:10]1[C:11]2[C:6](=[CH:5][C:4]([C:13]3[CH:14]=[CH:15][C:16]([O:19][CH3:20])=[CH:17][CH:18]=3)=[CH:3][C:2]=2[F:1])[CH:7]=[CH:8][C:9]=1[OH:12]. The catalyst class is: 1. (3) Reactant: [H-].[Na+].[OH:3][CH2:4][CH2:5][N:6]1[CH2:10][CH2:9][CH2:8][CH2:7]1.Br[C:12]1[CH:17]=[CH:16][C:15]([Br:18])=[CH:14][N:13]=1. Product: [Br:18][C:15]1[CH:16]=[CH:17][C:12]([O:3][CH2:4][CH2:5][N:6]2[CH2:10][CH2:9][CH2:8][CH2:7]2)=[N:13][CH:14]=1. The catalyst class is: 31. (4) Reactant: [CH2:1]([N:8]1[CH2:13][CH2:12][N:11]([C:14]([C@H:16]2[CH2:21][NH:20][CH2:19][CH2:18][N:17]2[C:22]([O:24][C:25]([CH3:28])([CH3:27])[CH3:26])=[O:23])=[O:15])[CH2:10][CH2:9]1)[C:2]1[CH:7]=[CH:6][CH:5]=[CH:4][CH:3]=1.C(N(CC)C(C)C)(C)C.[C:38]1(=O)[CH2:41][CH2:40][CH2:39]1.S([O-])([O-])(=O)=O.[Mg+2].C(O[BH-](OC(=O)C)OC(=O)C)(=O)C.[Na+]. Product: [CH2:1]([N:8]1[CH2:13][CH2:12][N:11]([C:14]([C@H:16]2[CH2:21][N:20]([CH:38]3[CH2:41][CH2:40][CH2:39]3)[CH2:19][CH2:18][N:17]2[C:22]([O:24][C:25]([CH3:28])([CH3:27])[CH3:26])=[O:23])=[O:15])[CH2:10][CH2:9]1)[C:2]1[CH:3]=[CH:4][CH:5]=[CH:6][CH:7]=1. The catalyst class is: 7. (5) Reactant: [NH:1]1[CH2:6][CH2:5][CH2:4][CH2:3][CH2:2]1.Br[CH:8]([OH:11])[CH2:9][CH3:10]. Product: [NH:1]1[CH2:6][CH2:5][CH2:4][CH:3]([CH2:10][CH2:9][CH2:8][OH:11])[CH2:2]1. The catalyst class is: 27. (6) Reactant: [OH-].[Na+:2].C([O:5][C:6](=[O:35])[C:7]([CH3:34])([CH3:33])[C:8]1[CH:13]=[CH:12][CH:11]=[C:10]([C:14]2[C:23]3[C:18](=[CH:19][C:20]([O:29][CH3:30])=[C:21]4[O:26][C:25]([CH3:28])([CH3:27])[CH2:24][C:22]4=3)[CH2:17][C:16]([CH3:32])([CH3:31])[N:15]=2)[CH:9]=1)C.Cl.C(OC(=O)C(C)(C)C1C=CC=C(C2C3C(=CC(OC)=C4OC(C)(C)CC4=3)CC(C)(C)N=2)C=1)C. Product: [Na+:2].[CH3:33][C:7]([CH3:34])([C:8]1[CH:13]=[CH:12][CH:11]=[C:10]([C:14]2[C:23]3[C:18](=[CH:19][C:20]([O:29][CH3:30])=[C:21]4[O:26][C:25]([CH3:27])([CH3:28])[CH2:24][C:22]4=3)[CH2:17][C:16]([CH3:32])([CH3:31])[N:15]=2)[CH:9]=1)[C:6]([O-:35])=[O:5]. The catalyst class is: 8. (7) Reactant: [CH:1]1[C:10]2[C:5](=[CH:6][CH:7]=[CH:8][CH:9]=2)[CH:4]=[CH:3][C:2]=1[C@@H:11]([N:13]1[CH2:18][CH2:17][CH:16]([NH2:19])[CH2:15][CH2:14]1)[CH3:12].C(N(C(C)C)CC)(C)C.[Cl:29][C:30]1[CH:31]=[C:32]2[C:37](=[CH:38][CH:39]=1)[O:36][C:35](=[O:40])[CH:34]=[C:33]2OS(C(F)(F)F)(=O)=O. Product: [Cl:29][C:30]1[CH:31]=[C:32]2[C:37](=[CH:38][CH:39]=1)[O:36][C:35](=[O:40])[CH:34]=[C:33]2[NH:19][CH:16]1[CH2:17][CH2:18][N:13]([C@H:11]([C:2]2[CH:3]=[CH:4][C:5]3[C:10](=[CH:9][CH:8]=[CH:7][CH:6]=3)[CH:1]=2)[CH3:12])[CH2:14][CH2:15]1. The catalyst class is: 1. (8) Reactant: Br[C:2]1[CH:3]=[C:4]2[C:8](=[C:9]([C:11]([NH2:13])=[O:12])[CH:10]=1)[NH:7][CH:6]=[C:5]2[CH:14]1[CH2:19][CH2:18][S:17](=[O:21])(=[O:20])[CH2:16][CH2:15]1.[B:22]1([B:22]2[O:26][C:25]([CH3:28])([CH3:27])[C:24]([CH3:30])([CH3:29])[O:23]2)[O:26][C:25]([CH3:28])([CH3:27])[C:24]([CH3:30])([CH3:29])[O:23]1.CC([O-])=O.[K+]. Product: [O:20]=[S:17]1(=[O:21])[CH2:18][CH2:19][CH:14]([C:5]2[C:4]3[C:8](=[C:9]([C:11]([NH2:13])=[O:12])[CH:10]=[C:2]([B:22]4[O:26][C:25]([CH3:28])([CH3:27])[C:24]([CH3:30])([CH3:29])[O:23]4)[CH:3]=3)[NH:7][CH:6]=2)[CH2:15][CH2:16]1. The catalyst class is: 75. (9) Reactant: C(OC([N:8]1[CH2:13][CH2:12][N:11]([C:14]([C:16]2[C:17]([CH3:42])=[N:18][C:19]([CH3:41])=[C:20]([C:29](=[O:40])[NH:30]CCCC3C=CC=CC=3)[C:21]=2[C:22]2[CH:27]=[CH:26][CH:25]=[C:24]([Cl:28])[CH:23]=2)=[O:15])[CH2:10][CH2:9]1)=O)(C)(C)C.F[C:44](F)(F)[C:45]([O-])=O. Product: [Cl:28][C:24]1[CH:23]=[C:22]([C:21]2[C:20]([CH2:23][CH2:22][CH2:27][C:45]3[CH:44]=[CH:20][CH:21]=[CH:16][CH:14]=3)([C:29]([NH2:30])=[O:40])[CH:19]([CH3:41])[N:18]=[C:17]([CH3:42])[C:16]=2[C:14]([N:11]2[CH2:12][CH2:13][NH:8][CH2:9][CH2:10]2)=[O:15])[CH:27]=[CH:26][CH:25]=1. The catalyst class is: 4.